From a dataset of Blood-brain barrier permeability classification from the B3DB database. Regression/Classification. Given a drug SMILES string, predict its absorption, distribution, metabolism, or excretion properties. Task type varies by dataset: regression for continuous measurements (e.g., permeability, clearance, half-life) or binary classification for categorical outcomes (e.g., BBB penetration, CYP inhibition). Dataset: b3db_classification. (1) The compound is Cc1nc2n(c(=O)c1CCN1CCC(c3noc4cc(F)ccc34)CC1)CCCC2. The result is 1 (penetrates BBB). (2) The compound is C[C@H](CN(C)C)O[C@@](C)(c1ccccc1)c1ccc(Cl)cc1. The result is 0 (does not penetrate BBB).